This data is from Reaction yield outcomes from USPTO patents with 853,638 reactions. The task is: Predict the reaction yield, written as a fraction of the theoretical maximum amount of product (1.0 means a 100% yield; for example, 0.34 means a 34% yield). (1) The reactants are FC1C=C(C=CC=1)N.ClC1C=CC2C(=C([C:20]3[NH:28][C:27]4[CH2:26][CH2:25][NH:24][C:23](=[O:29])[C:22]=4[CH:21]=3)C=CC=2)N=1.[Li+].C[Si]([N-][Si](C)(C)C)(C)C.C1COCC1. No catalyst specified. The product is [NH:28]1[C:27]2[CH2:26][CH2:25][NH:24][C:23](=[O:29])[C:22]=2[CH:21]=[CH:20]1. The yield is 0.446. (2) The reactants are S([O-])([O-])(=O)=O.[Na+].[Na+].Cl[C:9](Cl)(Cl)[CH:10]([OH:12])O.[S:15]1[CH2:21][CH2:20][CH2:19][NH:18][C:17]2[CH:22]=[CH:23][CH:24]=[CH:25][C:16]1=2.Cl.NO.Cl.[OH2:30]. The catalyst is C(O)C. The product is [CH2:19]1[N:18]2[C:17]3[C:16](=[CH:25][C:10](=[O:12])[C:9](=[O:30])[C:22]=3[CH:23]=[CH:24]2)[S:15][CH2:21][CH2:20]1. The yield is 0.410. (3) The reactants are [CH2:1]([N:3]1[CH:11]=[C:10]2[C:5]([CH:6]=[CH:7][CH:8]=[C:9]2[CH2:12][OH:13])=[N:4]1)[CH3:2].C[N+]1([O-])CCOCC1.C(#N)C. The catalyst is CC(O)C. The product is [CH2:1]([N:3]1[CH:11]=[C:10]2[C:5]([CH:6]=[CH:7][CH:8]=[C:9]2[CH:12]=[O:13])=[N:4]1)[CH3:2]. The yield is 0.730.